From a dataset of TCR-epitope binding with 47,182 pairs between 192 epitopes and 23,139 TCRs. Binary Classification. Given a T-cell receptor sequence (or CDR3 region) and an epitope sequence, predict whether binding occurs between them. (1) The epitope is VLWAHGFEL. The TCR CDR3 sequence is CASSLGWGLGETQYF. Result: 1 (the TCR binds to the epitope). (2) The epitope is ILGLPTQTV. The TCR CDR3 sequence is CASSQEAPLGTQYF. Result: 1 (the TCR binds to the epitope). (3) The epitope is QARQMVQAMRTIGTHP. The TCR CDR3 sequence is CASSDRTVRAYEQYF. Result: 0 (the TCR does not bind to the epitope). (4) The epitope is FPRPWLHGL. The TCR CDR3 sequence is CASSLYSGLDQPQHF. Result: 1 (the TCR binds to the epitope). (5) The epitope is RAKFKQLL. The TCR CDR3 sequence is CASSFGGPQETQYF. Result: 1 (the TCR binds to the epitope). (6) The epitope is RQLLFVVEV. The TCR CDR3 sequence is CASTLSGTSGETQYF. Result: 0 (the TCR does not bind to the epitope).